This data is from Full USPTO retrosynthesis dataset with 1.9M reactions from patents (1976-2016). The task is: Predict the reactants needed to synthesize the given product. (1) Given the product [N:14]1[CH:13]=[CH:12][CH:20]=[CH:16][C:15]=1[C:26]1[N:23]=[C:7]([C:6]2[CH:5]=[N:4][CH:3]=[C:2]([Br:1])[CH:10]=2)[O:8][N:30]=1, predict the reactants needed to synthesize it. The reactants are: [Br:1][C:2]1[CH:3]=[N:4][CH:5]=[C:6]([CH:10]=1)[C:7](Cl)=[O:8].Br[C:12]1[CH:13]=[N:14][CH:15]=[C:16]([CH:20]=1)C(O)=O.C([N:23]([CH2:26]C)CC)C.O.C[N:30](C)C=O. (2) The reactants are: [CH2:1]([C@@H:8]1[CH2:12][O:11][C:10](=[O:13])[N:9]1[C:14](=[O:27])[CH2:15][CH2:16][CH2:17][CH2:18][O:19][CH2:20][C:21]1[CH:26]=[CH:25][CH:24]=[CH:23][CH:22]=1)[C:2]1[CH:7]=[CH:6][CH:5]=[CH:4][CH:3]=1.C[Si](C)(C)N[Si](C)(C)C.[Na].Br[CH2:39][C:40]([O:42][C:43]([CH3:46])([CH3:45])[CH3:44])=[O:41].C(N(CC)CCNCC)C. Given the product [CH2:1]([C@@H:8]1[CH2:12][O:11][C:10](=[O:13])[N:9]1[C:14]([CH:15]([CH2:16][CH2:17][CH2:18][O:19][CH2:20][C:21]1[CH:26]=[CH:25][CH:24]=[CH:23][CH:22]=1)[CH2:39][C:40]([O:42][C:43]([CH3:46])([CH3:45])[CH3:44])=[O:41])=[O:27])[C:2]1[CH:3]=[CH:4][CH:5]=[CH:6][CH:7]=1, predict the reactants needed to synthesize it. (3) The reactants are: Cl.Cl.[NH2:3][CH2:4][CH2:5][N:6]1[C:14]2[C:13]([NH:15][C:16]3[CH:21]=[CH:20][C:19]([O:22][C:23]4[CH:31]=[CH:30][C:26]5[CH:27]=[CH:28][S:29][C:25]=5[CH:24]=4)=[C:18]([Cl:32])[CH:17]=3)=[N:12][CH:11]=[N:10][C:9]=2[CH:8]=[CH:7]1.[CH3:33][C:34]([S:39]([CH3:42])(=[O:41])=[O:40])([CH3:38])[C:35](O)=[O:36].Cl.C(N=C=NCCCN(C)C)C.ON1C2C=CC=CC=2N=N1. Given the product [S:29]1[C:25]2[CH:24]=[C:23]([O:22][C:19]3[CH:20]=[CH:21][C:16]([NH:15][C:13]4[C:14]5[N:6]([CH2:5][CH2:4][NH:3][C:35](=[O:36])[C:34]([CH3:38])([S:39]([CH3:42])(=[O:41])=[O:40])[CH3:33])[CH:7]=[CH:8][C:9]=5[N:10]=[CH:11][N:12]=4)=[CH:17][C:18]=3[Cl:32])[CH:31]=[CH:30][C:26]=2[CH:27]=[CH:28]1, predict the reactants needed to synthesize it.